This data is from Reaction yield outcomes from USPTO patents with 853,638 reactions. The task is: Predict the reaction yield, written as a fraction of the theoretical maximum amount of product (1.0 means a 100% yield; for example, 0.34 means a 34% yield). (1) The reactants are [F:1][C:2]1[CH:7]=[CH:6][C:5]([O:8][C:9]2[CH:14]=[CH:13][C:12]([N+:15]([O-])=O)=[CH:11][CH:10]=2)=[CH:4][C:3]=1[C:18]([F:21])([F:20])[F:19]. The catalyst is CO.[Pd]. The product is [F:1][C:2]1[CH:7]=[CH:6][C:5]([O:8][C:9]2[CH:10]=[CH:11][C:12]([NH2:15])=[CH:13][CH:14]=2)=[CH:4][C:3]=1[C:18]([F:19])([F:20])[F:21]. The yield is 0.950. (2) The reactants are Br[C:2]1[CH:3]=[CH:4][C:5]2[N:6]([C:8]([C:11]3[CH:18]=[CH:17][C:14]([C:15]#[N:16])=[CH:13][CH:12]=3)=[CH:9][N:10]=2)[CH:7]=1.[Cl:19][C:20]1[CH:21]=[C:22](B(O)O)[CH:23]=[CH:24][C:25]=1[C:26]([O:28][CH2:29][CH3:30])=[O:27].[O-]P([O-])([O-])=O.[K+].[K+].[K+]. The catalyst is O1CCOCC1.O.C1C=CC([P]([Pd]([P](C2C=CC=CC=2)(C2C=CC=CC=2)C2C=CC=CC=2)([P](C2C=CC=CC=2)(C2C=CC=CC=2)C2C=CC=CC=2)[P](C2C=CC=CC=2)(C2C=CC=CC=2)C2C=CC=CC=2)(C2C=CC=CC=2)C2C=CC=CC=2)=CC=1. The product is [Cl:19][C:20]1[CH:21]=[C:22]([C:2]2[CH:3]=[CH:4][C:5]3[N:6]([C:8]([C:11]4[CH:18]=[CH:17][C:14]([C:15]#[N:16])=[CH:13][CH:12]=4)=[CH:9][N:10]=3)[CH:7]=2)[CH:23]=[CH:24][C:25]=1[C:26]([O:28][CH2:29][CH3:30])=[O:27]. The yield is 0.900. (3) The reactants are [H-].[Na+].[C:3]([O:9][CH2:10][CH3:11])(=[O:8])[CH2:4][CH2:5][CH2:6][CH3:7]. The catalyst is C1(C)C=CC=CC=1. The product is [CH2:5]([CH:4]([C:3]([CH2:4][CH2:5][CH2:6][CH3:7])=[O:8])[C:3]([O:9][CH2:10][CH3:11])=[O:8])[CH2:6][CH3:7]. The yield is 0.790. (4) The reactants are [S:1]1[CH:5]=[CH:4][CH:3]=[C:2]1[CH2:6][NH:7][C:8]([C:10]1[CH:25]=[C:13]2[CH:14]=[C:15]([C:19]3[CH:24]=[CH:23][CH:22]=[CH:21][CH:20]=3)[CH:16]=[C:17](I)[N:12]2[N:11]=1)=[O:9].[Cu][C:27]#[N:28].CN(C=O)C. The catalyst is O1CCOCC1.CCOC(C)=O.C1(P(C2C=CC=CC=2)[C-]2C=CC=C2)C=CC=CC=1.[C-]1(P(C2C=CC=CC=2)C2C=CC=CC=2)C=CC=C1.[Fe+2].C1C=CC(/C=C/C(/C=C/C2C=CC=CC=2)=O)=CC=1.C1C=CC(/C=C/C(/C=C/C2C=CC=CC=2)=O)=CC=1.C1C=CC(/C=C/C(/C=C/C2C=CC=CC=2)=O)=CC=1.[Pd].[Pd]. The product is [S:1]1[CH:5]=[CH:4][CH:3]=[C:2]1[CH2:6][NH:7][C:8]([C:10]1[CH:25]=[C:13]2[CH:14]=[C:15]([C:19]3[CH:24]=[CH:23][CH:22]=[CH:21][CH:20]=3)[CH:16]=[C:17]([C:27]#[N:28])[N:12]2[N:11]=1)=[O:9]. The yield is 0.270. (5) The reactants are [F:1][C:2]1[CH:13]=[CH:12][C:5]([C:6]([N:8]([O:10][CH3:11])[CH3:9])=[O:7])=[CH:4][C:3]=1[OH:14].N1C=CN=C1.[CH3:20][C:21]([Si:24](Cl)([CH3:26])[CH3:25])([CH3:23])[CH3:22]. The catalyst is CN(C=O)C. The product is [Si:24]([O:14][C:3]1[CH:4]=[C:5]([CH:12]=[CH:13][C:2]=1[F:1])[C:6]([N:8]([O:10][CH3:11])[CH3:9])=[O:7])([C:21]([CH3:23])([CH3:22])[CH3:20])([CH3:26])[CH3:25]. The yield is 0.670. (6) The reactants are [Br:1][C:2]1[CH:3]=[C:4]([C:8]2[CH:16]=[CH:15][CH:14]=[C:13]3[C:9]=2[CH2:10][C:11](=[O:17])[NH:12]3)[CH:5]=[CH:6][CH:7]=1.[CH2:18]([N:20]([CH2:34][CH3:35])[CH2:21][CH2:22][NH:23][C:24]([C:26]1[NH:27][C:28]([CH:32]=O)=[C:29]([CH3:31])[CH:30]=1)=[O:25])[CH3:19]. The catalyst is C(O)C.N1CCCCC1. The product is [CH2:34]([N:20]([CH2:18][CH3:19])[CH2:21][CH2:22][NH:23][C:24]([C:26]1[NH:27][C:28]([CH:32]=[C:10]2[C:9]3[C:13](=[CH:14][CH:15]=[CH:16][C:8]=3[C:4]3[CH:5]=[CH:6][CH:7]=[C:2]([Br:1])[CH:3]=3)[NH:12][C:11]2=[O:17])=[C:29]([CH3:31])[CH:30]=1)=[O:25])[CH3:35]. The yield is 0.350. (7) The reactants are Cl[CH:2]([C:10]1[CH:15]=[CH:14][C:13]([Cl:16])=[CH:12][CH:11]=1)[CH:3]1[CH2:8][CH2:7][N:6]([CH3:9])[CH2:5][CH2:4]1.[NH:17]1[CH2:22][CH2:21][NH:20][CH2:19][CH2:18]1.C([O-])([O-])=O.[K+].[K+]. The catalyst is CC(=O)CC. The product is [Cl:16][C:13]1[CH:14]=[CH:15][C:10]([CH:2]([CH:3]2[CH2:8][CH2:7][N:6]([CH3:9])[CH2:5][CH2:4]2)[N:17]2[CH2:22][CH2:21][NH:20][CH2:19][CH2:18]2)=[CH:11][CH:12]=1. The yield is 0.620. (8) The reactants are [Br:1][C:2]1[CH:7]=[CH:6][C:5]([NH:8][C:9]2[C:10]([C:26]([OH:28])=O)=[CH:11][C:12]3[N:16]([CH2:17][CH:18]4[CH2:23][CH2:22][CH2:21][CH2:20][O:19]4)[CH:15]=[N:14][C:13]=3[C:24]=2[F:25])=[C:4]([Cl:29])[CH:3]=1.C1C=CC2N(O)N=NC=2C=1.C(N(CC)CC)C.[CH:47]([O:49][CH2:50][CH2:51][O:52][NH2:53])=[CH2:48].CCN=C=NCCCN(C)C. The catalyst is CN(C)C=O.C(OCC)(=O)C.O. The product is [CH:47]([O:49][CH2:50][CH2:51][O:52][NH:53][C:26]([C:10]1[C:9]([NH:8][C:5]2[CH:6]=[CH:7][C:2]([Br:1])=[CH:3][C:4]=2[Cl:29])=[C:24]([F:25])[C:13]2[N:14]=[CH:15][N:16]([CH2:17][CH:18]3[CH2:23][CH2:22][CH2:21][CH2:20][O:19]3)[C:12]=2[CH:11]=1)=[O:28])=[CH2:48]. The yield is 0.790. (9) The reactants are FC1C=C2C(C(I)=CN2S(C2C=CC=CC=2)(=O)=O)=CC=1.C1(S([N:30]2[C:38]3[C:33](=[CH:34][CH:35]=[C:36]([F:39])[CH:37]=3)[C:32]([C:40]3[CH:41]=[CH:42][C:43]4[O:47][C:46]([CH2:48][N:49]5[CH2:54][CH2:53][N:52]([CH3:55])[CH2:51][CH2:50]5)=[N:45][C:44]=4[CH:56]=3)=[CH:31]2)(=O)=O)C=CC=CC=1. No catalyst specified. The product is [F:39][C:36]1[CH:37]=[C:38]2[C:33]([C:32]([C:40]3[CH:41]=[CH:42][C:43]4[O:47][C:46]([CH2:48][N:49]5[CH2:54][CH2:53][N:52]([CH3:55])[CH2:51][CH2:50]5)=[N:45][C:44]=4[CH:56]=3)=[CH:31][NH:30]2)=[CH:34][CH:35]=1. The yield is 0.230. (10) The reactants are [CH2:1]([N:3]1[C:7]2[N:8]=[C:9]([C:18]3[CH:23]=[CH:22][C:21]([NH:24][C:25]([NH:27][C:28]4[CH:36]=[CH:35][C:31]([C:32]([OH:34])=O)=[CH:30][CH:29]=4)=[O:26])=[CH:20][CH:19]=3)[N:10]=[C:11]([N:12]3[CH2:17][CH2:16][O:15][CH2:14][CH2:13]3)[C:6]=2[CH:5]=[CH:4]1)[CH3:2].[O:37]1[CH2:42][CH2:41][N:40]([CH:43]2[CH2:48][CH2:47][NH:46][CH2:45][CH2:44]2)[CH2:39][CH2:38]1. No catalyst specified. The product is [CH2:1]([N:3]1[C:7]2[N:8]=[C:9]([C:18]3[CH:23]=[CH:22][C:21]([NH:24][C:25]([NH:27][C:28]4[CH:29]=[CH:30][C:31]([C:32]([N:46]5[CH2:47][CH2:48][CH:43]([N:40]6[CH2:41][CH2:42][O:37][CH2:38][CH2:39]6)[CH2:44][CH2:45]5)=[O:34])=[CH:35][CH:36]=4)=[O:26])=[CH:20][CH:19]=3)[N:10]=[C:11]([N:12]3[CH2:13][CH2:14][O:15][CH2:16][CH2:17]3)[C:6]=2[CH:5]=[CH:4]1)[CH3:2]. The yield is 0.700.